This data is from Forward reaction prediction with 1.9M reactions from USPTO patents (1976-2016). The task is: Predict the product of the given reaction. (1) The product is: [F:1][C:2]1[CH:7]=[C:6]([C:19]2[N:24]=[C:23]([C:25]([NH2:27])=[O:26])[C:22]([CH3:28])=[N:21][C:20]=2[CH3:29])[CH:5]=[CH:4][C:3]=1[OH:17]. Given the reactants [F:1][C:2]1[CH:7]=[C:6](B2OC(C)(C)C(C)(C)O2)[CH:5]=[CH:4][C:3]=1[OH:17].Cl[C:19]1[N:24]=[C:23]([C:25]([NH2:27])=[O:26])[C:22]([CH3:28])=[N:21][C:20]=1[CH3:29].[O-]P([O-])([O-])=O.[K+].[K+].[K+], predict the reaction product. (2) Given the reactants [Cl:1][C:2]1[CH:7]=[CH:6][C:5]([NH:8][C:9]2[NH:10][C:11]([C:14]3[CH:15]=[C:16]([OH:20])[CH:17]=[CH:18][CH:19]=3)=[N:12][N:13]=2)=[CH:4][C:3]=1[C:21]([F:24])([F:23])[F:22].[CH3:25][Si]([N-][Si](C)(C)C)(C)C.[K+].Cl[C:36]1[CH:41]=[CH:40][N:39]=[C:38]([C:42]([NH2:44])=[O:43])[CH:37]=1.[C:45]([O-:48])([O-])=[O:46].[K+].[K+], predict the reaction product. The product is: [F:22][C:21]([F:24])([F:23])[C:45]([OH:48])=[O:46].[CH3:25][NH:44][C:42]([C:38]1[CH:37]=[C:36]([O:20][C:16]2[CH:17]=[CH:18][CH:19]=[C:14]([C:11]3[NH:10][C:9]([NH:8][C:5]4[CH:6]=[CH:7][C:2]([Cl:1])=[C:3]([C:21]([F:22])([F:23])[F:24])[CH:4]=4)=[N:13][N:12]=3)[CH:15]=2)[CH:41]=[CH:40][N:39]=1)=[O:43]. (3) The product is: [N:3]1[N:2]([C:6]2[S:7][CH:8]=[CH:9][C:10]=2[C:11]([N:13]2[CH2:18][C@H:17]([O:19][C:29]3[CH:28]=[C:27]([O:26][CH2:25][CH:24]([F:23])[F:34])[CH:32]=[CH:31][N:30]=3)[CH2:16][CH2:15][C@H:14]2[CH3:20])=[O:12])[N:1]=[CH:5][CH:4]=1. Given the reactants [N:1]1[N:2]([C:6]2[S:7][CH:8]=[CH:9][C:10]=2[C:11]([N:13]2[CH2:18][C@H:17]([OH:19])[CH2:16][CH2:15][C@H:14]2[CH3:20])=[O:12])[N:3]=[CH:4][CH:5]=1.[H-].[Na+].[F:23][CH:24]([F:34])[CH2:25][O:26][C:27]1[CH:32]=[CH:31][N:30]=[C:29](F)[CH:28]=1, predict the reaction product. (4) Given the reactants Cl[C:2]1[N:11]=[C:10]([NH:12][CH2:13][CH:14]([C:21]2[CH:26]=[CH:25][CH:24]=[CH:23][CH:22]=2)[C:15]2[CH:20]=[CH:19][N:18]=[CH:17][CH:16]=2)[C:9]2[C:4](=[CH:5][CH:6]=[CH:7][CH:8]=2)[N:3]=1.[CH3:27][N:28]([CH3:44])[C:29]1[CH:34]=[CH:33][C:32](B2OC(C)(C)C(C)(C)O2)=[CH:31][CH:30]=1.C1(C(C2C=CC=CN=2)CNC2C3C(=CC=CC=3)N=C(C3C=CC(NS(C)(=O)=O)=CC=3)N=2)C=CC=CC=1, predict the reaction product. The product is: [CH3:27][N:28]([CH3:44])[C:29]1[CH:34]=[CH:33][C:32]([C:2]2[N:11]=[C:10]([NH:12][CH2:13][CH:14]([C:21]3[CH:26]=[CH:25][CH:24]=[CH:23][CH:22]=3)[C:15]3[CH:20]=[CH:19][N:18]=[CH:17][CH:16]=3)[C:9]3[C:4](=[CH:5][CH:6]=[CH:7][CH:8]=3)[N:3]=2)=[CH:31][CH:30]=1.